This data is from Forward reaction prediction with 1.9M reactions from USPTO patents (1976-2016). The task is: Predict the product of the given reaction. Given the reactants [C:1]([C:4]1[N:5]=[C:6]([C:19]2[C:24]([F:25])=[CH:23][CH:22]=[CH:21][C:20]=2[F:26])[O:7][C:8]=1[NH:9][C:10]1[CH:18]=[CH:17][C:13]([C:14](O)=[O:15])=[CH:12][CH:11]=1)(=[O:3])[NH2:2].F[P-](F)(F)(F)(F)F.N1(OC(N(C)C)=[N+](C)C)C2N=CC=CC=2N=N1.C(N(C(C)C)CC)(C)C.[NH:60]1[CH2:66][CH2:65][CH2:64][C@@H:61]1[CH2:62][OH:63], predict the reaction product. The product is: [F:26][C:20]1[CH:21]=[CH:22][CH:23]=[C:24]([F:25])[C:19]=1[C:6]1[O:7][C:8]([NH:9][C:10]2[CH:11]=[CH:12][C:13]([C:14]([N:60]3[CH2:66][CH2:65][CH2:64][C@@H:61]3[CH2:62][OH:63])=[O:15])=[CH:17][CH:18]=2)=[C:4]([C:1]([NH2:2])=[O:3])[N:5]=1.